From a dataset of Catalyst prediction with 721,799 reactions and 888 catalyst types from USPTO. Predict which catalyst facilitates the given reaction. (1) Reactant: [C:1](=O)([O-])[O-].[K+].[K+].[F:7][CH:8]([F:28])[O:9][C:10]1[CH:18]=[CH:17][C:16]([B:19]2[O:23][C:22]([CH3:25])([CH3:24])[C:21]([CH3:27])([CH3:26])[O:20]2)=[CH:15][C:11]=1[C:12]([NH2:14])=[O:13]. Product: [F:28][CH:8]([F:7])[O:9][C:10]1[CH:18]=[CH:17][C:16]([B:19]2[O:23][C:22]([CH3:24])([CH3:25])[C:21]([CH3:27])([CH3:26])[O:20]2)=[CH:15][C:11]=1[C:12]([NH:14][CH3:1])=[O:13]. The catalyst class is: 47. (2) Reactant: [O:1]=[C:2]1[CH:6]([CH2:7][C:8](O)=[O:9])[S:5][CH:4]([C:11]2[CH:16]=[CH:15][CH:14]=[CH:13][CH:12]=2)[N:3]1[CH2:17][C:18]1[CH:23]=[CH:22][N:21]=[CH:20][CH:19]=1.[NH:24]1[CH2:29][CH2:28][CH:27]([N:30]2[C:34]3[CH:35]=[CH:36][CH:37]=[CH:38][C:33]=3[NH:32][C:31]2=[O:39])[CH2:26][CH2:25]1.CCN(C(C)C)C(C)C.CN(C(ON1N=NC2C=CC=NC1=2)=[N+](C)C)C.F[P-](F)(F)(F)(F)F. Product: [O:1]=[C:2]1[CH:6]([CH2:7][C:8]([N:24]2[CH2:25][CH2:26][CH:27]([N:30]3[C:34]4[CH:35]=[CH:36][CH:37]=[CH:38][C:33]=4[NH:32][C:31]3=[O:39])[CH2:28][CH2:29]2)=[O:9])[S:5][CH:4]([C:11]2[CH:12]=[CH:13][CH:14]=[CH:15][CH:16]=2)[N:3]1[CH2:17][C:18]1[CH:23]=[CH:22][N:21]=[CH:20][CH:19]=1. The catalyst class is: 726. (3) Reactant: C(O)(=O)/C=C/C(O)=O.[NH2:9][CH2:10][CH2:11][C:12]#[N:13].C[O-].[Na+].[Cl:17][C:18]1[N:23]=[C:22](Cl)[CH:21]=[C:20]([CH2:25][O:26][CH2:27][C:28]([F:31])([F:30])[F:29])[N:19]=1. Product: [Cl:17][C:18]1[N:23]=[C:22]([NH:13][CH2:12][CH2:11][C:10]#[N:9])[CH:21]=[C:20]([CH2:25][O:26][CH2:27][C:28]([F:31])([F:30])[F:29])[N:19]=1. The catalyst class is: 449. (4) Reactant: [F:1][C:2]1[C:3]([C:9]2[CH:14]=[C:13]([N+:15]([O-])=O)[C:12]([CH3:18])=[CH:11][N+:10]=2[O-])=[N:4][C:5]([CH3:8])=[CH:6][CH:7]=1.[OH-].[Na+]. Product: [F:1][C:2]1[C:3]([C:9]2[CH:14]=[C:13]([NH2:15])[C:12]([CH3:18])=[CH:11][N:10]=2)=[N:4][C:5]([CH3:8])=[CH:6][CH:7]=1. The catalyst class is: 409. (5) Reactant: [CH2:1]([C:8]1[NH:9][C:10]([C:13]2[CH:18]=[CH:17][CH:16]=[CH:15][CH:14]=2)=[CH:11][CH:12]=1)[C:2]1[CH:7]=[CH:6][CH:5]=[CH:4][CH:3]=1.[H-].[Na+].Br[CH2:22][C:23]([O:25][CH3:26])=[O:24]. Product: [CH2:1]([C:8]1[N:9]([CH2:22][C:23]([O:25][CH3:26])=[O:24])[C:10]([C:13]2[CH:18]=[CH:17][CH:16]=[CH:15][CH:14]=2)=[CH:11][CH:12]=1)[C:2]1[CH:3]=[CH:4][CH:5]=[CH:6][CH:7]=1. The catalyst class is: 3. (6) Reactant: [CH3:1][C@@H:2]([NH:23]C(=O)OC(C)(C)C)[C:3]([NH:5][C:6]1[CH:11]=[CH:10][C:9]([O:12][C:13]2[C:18]3[C:19]([CH3:22])=[N:20][O:21][C:17]=3[CH:16]=[CH:15][CH:14]=2)=[CH:8][CH:7]=1)=[O:4].C(O)(C(F)(F)F)=O. Product: [CH3:22][C:19]1[C:18]2[C:13]([O:12][C:9]3[CH:10]=[CH:11][C:6]([NH:5][C:3](=[O:4])[C@@H:2]([CH3:1])[NH2:23])=[CH:7][CH:8]=3)=[CH:14][CH:15]=[CH:16][C:17]=2[O:21][N:20]=1. The catalyst class is: 2. (7) Reactant: [C:1]([O:5][CH3:6])(=[O:4])[CH:2]=[CH2:3].[CH3:7][O:8][C:9]1[CH:17]=[CH:16][C:12]([CH2:13][CH2:14][NH2:15])=[CH:11][CH:10]=1. Product: [CH3:7][O:8][C:9]1[CH:17]=[CH:16][C:12]([CH2:13][CH2:14][NH:15][CH2:3][CH2:2][C:1]([O:5][CH3:6])=[O:4])=[CH:11][CH:10]=1. The catalyst class is: 5.